From a dataset of NCI-60 drug combinations with 297,098 pairs across 59 cell lines. Regression. Given two drug SMILES strings and cell line genomic features, predict the synergy score measuring deviation from expected non-interaction effect. Drug 1: CCCS(=O)(=O)NC1=C(C(=C(C=C1)F)C(=O)C2=CNC3=C2C=C(C=N3)C4=CC=C(C=C4)Cl)F. Drug 2: CC1C(C(=O)NC(C(=O)N2CCCC2C(=O)N(CC(=O)N(C(C(=O)O1)C(C)C)C)C)C(C)C)NC(=O)C3=C4C(=C(C=C3)C)OC5=C(C(=O)C(=C(C5=N4)C(=O)NC6C(OC(=O)C(N(C(=O)CN(C(=O)C7CCCN7C(=O)C(NC6=O)C(C)C)C)C)C(C)C)C)N)C. Cell line: SR. Synergy scores: CSS=91.7, Synergy_ZIP=52.8, Synergy_Bliss=49.7, Synergy_Loewe=-26.9, Synergy_HSA=52.6.